Regression/Classification. Given a drug SMILES string, predict its absorption, distribution, metabolism, or excretion properties. Task type varies by dataset: regression for continuous measurements (e.g., permeability, clearance, half-life) or binary classification for categorical outcomes (e.g., BBB penetration, CYP inhibition). Dataset: cyp2c9_veith. From a dataset of CYP2C9 inhibition data for predicting drug metabolism from PubChem BioAssay. (1) The result is 0 (non-inhibitor). The molecule is COc1ccc(NC(=O)N2CC3(CCN(S(=O)(=O)c4ccccc4)CC3)C2)cc1. (2) The drug is C[C@@H]1[C@@H](C)N1C[C@H](O)Cn1ccnc1[N+](=O)[O-]. The result is 0 (non-inhibitor). (3) The compound is CN(C)Cc1ccccc1-c1nc(NCc2cccs2)c2ccccc2n1. The result is 0 (non-inhibitor). (4) The drug is COc1ccc(CN[C@H](C)C(=O)O)cc1. The result is 0 (non-inhibitor). (5) The drug is O=C1C=CC(=O)c2c1ccc1c2ccc2ccccc21. The result is 1 (inhibitor). (6) The molecule is C[NH+](C)CCOC(c1ccccc1)c1ccccc1.Cn1c2nc(Cl)nc-2c([O-])n(C)c1=O. The result is 0 (non-inhibitor). (7) The compound is CS(=O)(=O)O.OC(CCN1CCCCC1)(c1ccccc1)c1ccccc1. The result is 0 (non-inhibitor).